This data is from Reaction yield outcomes from USPTO patents with 853,638 reactions. The task is: Predict the reaction yield, written as a fraction of the theoretical maximum amount of product (1.0 means a 100% yield; for example, 0.34 means a 34% yield). (1) The reactants are [CH2:1]([O:8][CH2:9][CH2:10][NH:11][C:12]1[N:19]=[C:18]([O:20][C:21]2[CH:26]=[CH:25][C:24]([B:27]3[O:31]C(C)(C)C(C)(C)O3)=[C:23]([CH:36]=[O:37])[CH:22]=2)[CH:17]=[CH:16][C:13]=1[C:14]#[N:15])[C:2]1[CH:7]=[CH:6][CH:5]=[CH:4][CH:3]=1.[BH4-].[Na+].Cl. The catalyst is CO. The product is [CH2:1]([O:8][CH2:9][CH2:10][NH:11][C:12]1[N:19]=[C:18]([O:20][C:21]2[CH:26]=[CH:25][C:24]3[B:27]([OH:31])[O:37][CH2:36][C:23]=3[CH:22]=2)[CH:17]=[CH:16][C:13]=1[C:14]#[N:15])[C:2]1[CH:7]=[CH:6][CH:5]=[CH:4][CH:3]=1. The yield is 0.456. (2) The reactants are [CH3:1][O:2][CH2:3][CH2:4][O:5][C:6]1[C:11]([O:12][CH2:13][CH2:14][O:15][CH3:16])=[CH:10][C:9]([C:17](=[O:19])[CH3:18])=[C:8]([N+:20]([O-])=O)[CH:7]=1.CO.C1COCC1.[Cl-].[NH4+]. The catalyst is O.[Zn]. The product is [NH2:20][C:8]1[CH:7]=[C:6]([O:5][CH2:4][CH2:3][O:2][CH3:1])[C:11]([O:12][CH2:13][CH2:14][O:15][CH3:16])=[CH:10][C:9]=1[C:17](=[O:19])[CH3:18]. The yield is 0.500. (3) The reactants are Cl[C:2]([O:4][CH2:5][C:6]([Cl:9])([Cl:8])[Cl:7])=[O:3].[C:10]([C:14]1[CH:15]=[C:16]([NH2:33])[N:17]([C:19]2[CH:24]=[CH:23][C:22]([F:25])=[C:21]([CH2:26][N:27]3[CH2:32][CH2:31][O:30][CH2:29][CH2:28]3)[CH:20]=2)[N:18]=1)([CH3:13])([CH3:12])[CH3:11].CCN(C(C)C)C(C)C. The catalyst is C1COCC1. The product is [Cl:7][C:6]([Cl:9])([Cl:8])[CH2:5][O:4][C:2](=[O:3])[NH:33][C:16]1[N:17]([C:19]2[CH:24]=[CH:23][C:22]([F:25])=[C:21]([CH2:26][N:27]3[CH2:32][CH2:31][O:30][CH2:29][CH2:28]3)[CH:20]=2)[N:18]=[C:14]([C:10]([CH3:13])([CH3:12])[CH3:11])[CH:15]=1. The yield is 0.600. (4) The reactants are [N+:1]([C:4]1[CH:9]=[CH:8][C:7]([N:10]2[CH2:15][CH2:14][NH:13][CH2:12][CH2:11]2)=[CH:6][CH:5]=1)([O-:3])=[O:2].C(N(C(C)C)CC)(C)C.[C:25](O[C:25]([O:27][C:28]([CH3:31])([CH3:30])[CH3:29])=[O:26])([O:27][C:28]([CH3:31])([CH3:30])[CH3:29])=[O:26].O. The catalyst is O1CCOCC1. The product is [N+:1]([C:4]1[CH:5]=[CH:6][C:7]([N:10]2[CH2:15][CH2:14][N:13]([C:25]([O:27][C:28]([CH3:31])([CH3:30])[CH3:29])=[O:26])[CH2:12][CH2:11]2)=[CH:8][CH:9]=1)([O-:3])=[O:2]. The yield is 0.770. (5) The reactants are [Cl:1][C:2]1[NH:10][CH:9]=[N:8][C:7]2[C:3]=1[N:4]=[CH:5][N:6]=2.O[CH2:12][N:13]1[CH2:17][CH:16]([CH2:18][CH2:19][CH3:20])[CH2:15][C:14]1=[O:21].C(N(CC)C(Cl)=O)C. The catalyst is CC#N. The product is [Cl:1][C:2]1[N:10]=[CH:9][N:8]=[C:7]2[C:3]=1[N:4]=[CH:5][N:6]2[CH2:12][N:13]1[CH2:17][CH:16]([CH2:18][CH2:19][CH3:20])[CH2:15][C:14]1=[O:21]. The yield is 0.990. (6) The reactants are [Cl:1][C:2]1[N:7]=[C:6]([C:8]2[S:12][C:11]([CH:13]([CH3:15])[CH3:14])=[N:10][C:9]=2[C:16]2[C:17]([O:23][CH3:24])=[C:18]([CH:20]=[CH:21][CH:22]=2)[NH2:19])[CH:5]=[CH:4][N:3]=1.N1C=CC=CC=1.[F:31][C:32]1[CH:37]=[CH:36][CH:35]=[C:34]([F:38])[C:33]=1[S:39](Cl)(=[O:41])=[O:40]. The catalyst is C(Cl)Cl. The product is [Cl:1][C:2]1[N:7]=[C:6]([C:8]2[S:12][C:11]([CH:13]([CH3:15])[CH3:14])=[N:10][C:9]=2[C:16]2[C:17]([O:23][CH3:24])=[C:18]([NH:19][S:39]([C:33]3[C:34]([F:38])=[CH:35][CH:36]=[CH:37][C:32]=3[F:31])(=[O:41])=[O:40])[CH:20]=[CH:21][CH:22]=2)[CH:5]=[CH:4][N:3]=1. The yield is 0.582. (7) The reactants are [F:1][C:2]1[CH:7]=[CH:6][C:5]([N:8]2[C:11](=[O:12])[C@H:10]([S:13][CH2:14][C:15]([C:17]3[CH:22]=[CH:21][C:20]([O:23][CH3:24])=[CH:19][CH:18]=3)=[O:16])[C@H:9]2[C:25]2[CH:39]=[CH:38][C:28]([O:29][CH2:30][C:31]([NH:33][CH2:34][C:35](O)=[O:36])=[O:32])=[CH:27][CH:26]=2)=[CH:4][CH:3]=1.CN1CCOCC1.Cl.[NH2:48][C@@H:49]([C:51]([O:53]C(C)(C)C)=[O:52])[CH3:50].CN(C(ON1N=NC2C=CC=CC1=2)=[N+](C)C)C.[B-](F)(F)(F)F.[BH4-].[Na+]. The catalyst is C(Cl)Cl.CO. The product is [F:1][C:2]1[CH:3]=[CH:4][C:5]([N:8]2[C:11](=[O:12])[C@H:10]([S:13][CH2:14][CH:15]([OH:16])[C:17]3[CH:22]=[CH:21][C:20]([O:23][CH3:24])=[CH:19][CH:18]=3)[C@H:9]2[C:25]2[CH:39]=[CH:38][C:28]([O:29][CH2:30][C:31]([NH:33][CH2:34][C:35]([NH:48][C@@H:49]([C:51]([OH:53])=[O:52])[CH3:50])=[O:36])=[O:32])=[CH:27][CH:26]=2)=[CH:6][CH:7]=1. The yield is 0.660. (8) The reactants are [C:1]1([CH3:15])[CH:6]=[CH:5][CH:4]=[C:3]([N:7]2[N:11]=[N:10][C:9]([CH:12]([OH:14])[CH3:13])=[N:8]2)[CH:2]=1.[H-].[Na+].CS([C:22]1[N:23]([CH3:33])[C:24]([C:27]2[CH:32]=[CH:31][N:30]=[CH:29][CH:28]=2)=[N:25][N:26]=1)(=O)=O. No catalyst specified. The product is [CH3:33][N:23]1[C:22]([O:14][CH:12]([C:9]2[N:10]=[N:11][N:7]([C:3]3[CH:2]=[C:1]([CH3:15])[CH:6]=[CH:5][CH:4]=3)[N:8]=2)[CH3:13])=[N:26][N:25]=[C:24]1[C:27]1[CH:32]=[CH:31][N:30]=[CH:29][CH:28]=1. The yield is 0.790. (9) The reactants are Br[C:2]1[CH:11]=[CH:10][C:5]([C:6]([O:8][CH3:9])=[O:7])=[CH:4][CH:3]=1.C(B(CC)[C:15]1[CH:16]=[N:17][CH:18]=[CH:19][CH:20]=1)C.[OH-].[K+].[Cl-].[NH4+]. The catalyst is O1CCCC1.[Br-].C([N+](CCCC)(CCCC)CCCC)CCC.C1C=CC([P]([Pd]([P](C2C=CC=CC=2)(C2C=CC=CC=2)C2C=CC=CC=2)([P](C2C=CC=CC=2)(C2C=CC=CC=2)C2C=CC=CC=2)[P](C2C=CC=CC=2)(C2C=CC=CC=2)C2C=CC=CC=2)(C2C=CC=CC=2)C2C=CC=CC=2)=CC=1.C(OCC)(=O)C.O. The product is [N:17]1[CH:18]=[CH:19][CH:20]=[C:15]([C:2]2[CH:11]=[CH:10][C:5]([C:6]([O:8][CH3:9])=[O:7])=[CH:4][CH:3]=2)[CH:16]=1. The yield is 0.450.